Dataset: Full USPTO retrosynthesis dataset with 1.9M reactions from patents (1976-2016). Task: Predict the reactants needed to synthesize the given product. (1) Given the product [CH2:1]([N:8]([C@H:22]([C:24]1[CH:25]=[CH:26][CH:27]=[CH:28][CH:29]=1)[CH3:23])[C@@H:9]([CH2:18][CH2:19][CH2:20][CH3:21])[CH2:10][C:11]([OH:13])=[O:12])[C:2]1[CH:3]=[CH:4][CH:5]=[CH:6][CH:7]=1, predict the reactants needed to synthesize it. The reactants are: [CH2:1]([N:8]([C@H:22]([C:24]1[CH:29]=[CH:28][CH:27]=[CH:26][CH:25]=1)[CH3:23])[C@@H:9]([CH2:18][CH2:19][CH2:20][CH3:21])[CH2:10][C:11]([O:13]C(C)(C)C)=[O:12])[C:2]1[CH:7]=[CH:6][CH:5]=[CH:4][CH:3]=1.C(O)(C(F)(F)F)=O. (2) Given the product [F:1][C:2]1[CH:7]=[C:6]2[C:5]([CH2:8][CH:9]([CH:10]([CH3:12])[CH3:11])[N:13]=[CH:14]2)=[CH:4][C:3]=1[O:16][CH2:17][CH2:18][O:19][CH3:20], predict the reactants needed to synthesize it. The reactants are: [F:1][C:2]1[CH:7]=[CH:6][C:5]([CH2:8][CH:9]([NH:13][CH:14]=O)[CH:10]([CH3:12])[CH3:11])=[CH:4][C:3]=1[O:16][CH2:17][CH2:18][O:19][CH3:20].O=P(Cl)(Cl)Cl.[NH4+].[OH-]. (3) Given the product [NH2:24][C:21]1[CH:22]=[CH:23][C:18]([O:17][C:13]2[CH:12]=[C:11]([C:8]3([C:6]([NH:5][C:1]([CH3:3])([CH3:4])[CH3:2])=[O:7])[CH2:10][CH2:9]3)[CH:16]=[CH:15][CH:14]=2)=[C:19]([Cl:27])[CH:20]=1, predict the reactants needed to synthesize it. The reactants are: [C:1]([NH:5][C:6]([C:8]1([C:11]2[CH:16]=[CH:15][CH:14]=[C:13]([O:17][C:18]3[CH:23]=[CH:22][C:21]([N+:24]([O-])=O)=[CH:20][C:19]=3[Cl:27])[CH:12]=2)[CH2:10][CH2:9]1)=[O:7])([CH3:4])([CH3:3])[CH3:2]. (4) Given the product [CH2:32]([C:27]1[CH:26]=[C:25]([C:11]2[CH:10]=[N:9][N:8]([CH2:7][C:6]3[CH:5]=[CH:4][C:3]([O:2][CH3:1])=[CH:23][CH:22]=3)[CH:12]=2)[CH:31]=[CH:30][C:28]=1[NH2:29])[CH3:33], predict the reactants needed to synthesize it. The reactants are: [CH3:1][O:2][C:3]1[CH:23]=[CH:22][C:6]([CH2:7][N:8]2[CH:12]=[C:11](B3OC(C)(C)C(C)(C)O3)[CH:10]=[N:9]2)=[CH:5][CH:4]=1.Br[C:25]1[CH:31]=[CH:30][C:28]([NH2:29])=[C:27]([CH2:32][CH3:33])[CH:26]=1.C(=O)([O-])[O-].[Cs+].[Cs+]. (5) Given the product [ClH:21].[CH3:14][C:10]1[CH:9]=[CH:8][C:7]([F:15])=[C:6]2[C:11]=1[CH2:12][CH2:13][NH:4][CH:5]2[C:16]([OH:18])=[O:17], predict the reactants needed to synthesize it. The reactants are: C([N:4]1[CH2:13][CH2:12][C:11]2[C:6](=[C:7]([F:15])[CH:8]=[CH:9][C:10]=2[CH3:14])[CH:5]1[C:16]([O:18]CC)=[O:17])(=O)C.[ClH:21]. (6) Given the product [F:29][CH:2]([F:1])[O:3][C:4]1[CH:5]=[CH:6][C:7]([CH:10]2[CH2:15][N:14]([C:16]([N:18]3[CH2:23][CH2:22][S:21](=[O:24])[CH2:20][CH2:19]3)=[O:17])[CH2:13][CH:12]([C:25]([OH:27])=[O:26])[CH2:11]2)=[CH:8][CH:9]=1, predict the reactants needed to synthesize it. The reactants are: [F:1][CH:2]([F:29])[O:3][C:4]1[CH:9]=[CH:8][C:7]([CH:10]2[CH2:15][N:14]([C:16]([N:18]3[CH2:23][CH2:22][S:21](=[O:24])[CH2:20][CH2:19]3)=[O:17])[CH2:13][CH:12]([C:25]([O:27]C)=[O:26])[CH2:11]2)=[CH:6][CH:5]=1.CC(C)([O-])C.[K+]. (7) Given the product [Cl:1][C:2]1[CH:10]=[CH:9][C:8]([C:11]2[N:12]([C:22]([O:24][C:25]([CH3:26])([CH3:28])[CH3:27])=[O:23])[C:13]3[C:18]([CH:19]=2)=[CH:17][C:16]([CH2:20][NH:30][CH2:31][CH2:32][C:33]2[CH:38]=[CH:37][CH:36]=[CH:35][N:34]=2)=[CH:15][CH:14]=3)=[C:7]2[C:3]=1[CH2:4][NH:5][C:6]2=[O:29], predict the reactants needed to synthesize it. The reactants are: [Cl:1][C:2]1[CH:10]=[CH:9][C:8]([C:11]2[N:12]([C:22]([O:24][C:25]([CH3:28])([CH3:27])[CH3:26])=[O:23])[C:13]3[C:18]([CH:19]=2)=[CH:17][C:16]([CH:20]=O)=[CH:15][CH:14]=3)=[C:7]2[C:3]=1[CH2:4][NH:5][C:6]2=[O:29].[NH2:30][CH2:31][CH2:32][C:33]1[CH:38]=[CH:37][CH:36]=[CH:35][N:34]=1.C(O[BH-](OC(=O)C)OC(=O)C)(=O)C.[Na+]. (8) The reactants are: C([O:5][C:6](=[O:40])[CH2:7][CH2:8][CH2:9][S:10]([C:13]1[CH:18]=[C:17]([C:19]([F:22])([F:21])[F:20])[CH:16]=[C:15]([C:23](=[O:39])[N:24]([CH3:38])[C:25]2[C:30]([C:31]3[CH:36]=[CH:35][CH:34]=[CH:33][C:32]=3[CH3:37])=[CH:29][N:28]=[N:27][CH:26]=2)[CH:14]=1)(=[O:12])=[O:11])(C)(C)C.FC(F)(F)C(O)=O. Given the product [CH3:38][N:24]([C:25]1[C:30]([C:31]2[CH:36]=[CH:35][CH:34]=[CH:33][C:32]=2[CH3:37])=[CH:29][N:28]=[N:27][CH:26]=1)[C:23]([C:15]1[CH:14]=[C:13]([S:10]([CH2:9][CH2:8][CH2:7][C:6]([OH:40])=[O:5])(=[O:11])=[O:12])[CH:18]=[C:17]([C:19]([F:22])([F:21])[F:20])[CH:16]=1)=[O:39], predict the reactants needed to synthesize it.